Dataset: Full USPTO retrosynthesis dataset with 1.9M reactions from patents (1976-2016). Task: Predict the reactants needed to synthesize the given product. (1) The reactants are: [CH3:1][O:2][C:3]1[CH:4]=[CH:5][C:6]2[O:11][CH:10]=[C:9]([CH2:12][NH2:13])[O:8][C:7]=2[CH:14]=1.[CH2:15]([N:18]=[C:19]=[O:20])[CH2:16][CH3:17].[N-]=C=O. Given the product [CH3:1][O:2][C:3]1[CH:4]=[CH:5][C:6]2[O:11][CH:10]=[C:9]([CH2:12][NH:13][C:19]([NH:18][CH2:15][CH2:16][CH3:17])=[O:20])[O:8][C:7]=2[CH:14]=1, predict the reactants needed to synthesize it. (2) Given the product [Cl:1][C:2]1[C:10]2[C:5](=[CH:6][C:7]([C:11]([NH:13][CH:14]([C:24]3[CH:29]=[CH:28][CH:27]=[CH:26][C:25]=3[Cl:30])[CH2:15][O:16][CH2:17][CH:18]3[CH2:23][CH2:22][N:21]([CH2:31][CH3:32])[CH2:20][CH2:19]3)=[O:12])=[CH:8][CH:9]=2)[NH:4][CH:3]=1, predict the reactants needed to synthesize it. The reactants are: [Cl:1][C:2]1[C:10]2[C:5](=[CH:6][C:7]([C:11]([NH:13][CH:14]([C:24]3[CH:29]=[CH:28][CH:27]=[CH:26][C:25]=3[Cl:30])[CH2:15][O:16][CH2:17][CH:18]3[CH2:23][CH2:22][NH:21][CH2:20][CH2:19]3)=[O:12])=[CH:8][CH:9]=2)[NH:4][CH:3]=1.[CH:31](=O)[CH3:32].